This data is from NCI-60 drug combinations with 297,098 pairs across 59 cell lines. The task is: Regression. Given two drug SMILES strings and cell line genomic features, predict the synergy score measuring deviation from expected non-interaction effect. (1) Drug 1: CC1=CC2C(CCC3(C2CCC3(C(=O)C)OC(=O)C)C)C4(C1=CC(=O)CC4)C. Cell line: RXF 393. Drug 2: C1CN(CCN1C(=O)CCBr)C(=O)CCBr. Synergy scores: CSS=6.11, Synergy_ZIP=0.180, Synergy_Bliss=2.00, Synergy_Loewe=-12.3, Synergy_HSA=-3.61. (2) Drug 1: C1=NC2=C(N=C(N=C2N1C3C(C(C(O3)CO)O)F)Cl)N. Drug 2: COCCOC1=C(C=C2C(=C1)C(=NC=N2)NC3=CC=CC(=C3)C#C)OCCOC.Cl. Cell line: SR. Synergy scores: CSS=7.44, Synergy_ZIP=-2.40, Synergy_Bliss=-2.07, Synergy_Loewe=-7.96, Synergy_HSA=-2.38. (3) Drug 1: CC1=C2C(C(=O)C3(C(CC4C(C3C(C(C2(C)C)(CC1OC(=O)C(C(C5=CC=CC=C5)NC(=O)C6=CC=CC=C6)O)O)OC(=O)C7=CC=CC=C7)(CO4)OC(=O)C)O)C)OC(=O)C. Drug 2: C1CN(P(=O)(OC1)NCCCl)CCCl. Cell line: HCT-15. Synergy scores: CSS=5.47, Synergy_ZIP=0.190, Synergy_Bliss=2.86, Synergy_Loewe=2.55, Synergy_HSA=0.790.